Dataset: Catalyst prediction with 721,799 reactions and 888 catalyst types from USPTO. Task: Predict which catalyst facilitates the given reaction. Reactant: [CH3:1][C:2]([CH3:26])=[CH:3][CH2:4][C:5]1[C:6]([OH:25])=[CH:7][C:8]([O:23][CH3:24])=[C:9]([C:12](/[CH:14]=[CH:15]/[C:16]2[CH:17]=[CH:18][C:19]([OH:22])=[CH:20][CH:21]=2)=[O:13])[C:10]=1[OH:11].OS(O)(=O)=O. Product: [OH:25][C:6]1[C:5]([CH2:4][CH:3]=[C:2]([CH3:26])[CH3:1])=[C:10]2[C:9]([C:12](=[O:13])[CH2:14][CH:15]([C:16]3[CH:17]=[CH:18][C:19]([OH:22])=[CH:20][CH:21]=3)[O:11]2)=[C:8]([O:23][CH3:24])[CH:7]=1. The catalyst class is: 74.